This data is from Forward reaction prediction with 1.9M reactions from USPTO patents (1976-2016). The task is: Predict the product of the given reaction. (1) Given the reactants [Br-].[Br-].[Br-].C1([N+](C)(C)C)C=CC=CC=1.C1([N+](C)(C)C)C=CC=CC=1.C1([N+](C)(C)C)C=CC=CC=1.[S:34]1[CH:38]=[CH:37][C:36]2[C:39](=[O:43])[CH2:40][CH2:41][CH2:42][C:35]1=2, predict the reaction product. The product is: [S:34]1[CH:38]=[CH:37][C:36]2[C:39]([OH:43])=[CH:40][CH:41]=[CH:42][C:35]1=2. (2) Given the reactants [F:1][C:2]1[CH:7]=[CH:6][C:5]([CH:8]2[CH2:13][CH2:12][O:11][CH2:10][CH:9]2[C:14]([O:16][CH3:17])=[O:15])=[CH:4][CH:3]=1.C[O-].[Na+], predict the reaction product. The product is: [F:1][C:2]1[CH:7]=[CH:6][C:5]([C@@H:8]2[CH2:13][CH2:12][O:11][CH2:10][C@H:9]2[C:14]([O:16][CH3:17])=[O:15])=[CH:4][CH:3]=1.